This data is from Full USPTO retrosynthesis dataset with 1.9M reactions from patents (1976-2016). The task is: Predict the reactants needed to synthesize the given product. Given the product [N:5]1([CH2:11][C:12]2[CH:26]=[CH:25][C:15]3[NH:16][C:17]([C:19]4[C:23]([NH:24][C:1]([N:27]5[CH2:32][CH2:31][S:30][CH2:29][CH2:28]5)=[O:2])=[CH:22][NH:21][N:20]=4)=[N:18][C:14]=3[CH:13]=2)[CH2:10][CH2:9][O:8][CH2:7][CH2:6]1, predict the reactants needed to synthesize it. The reactants are: [C:1](Cl)(Cl)=[O:2].[N:5]1([CH2:11][C:12]2[CH:26]=[CH:25][C:15]3[NH:16][C:17]([C:19]4[C:23]([NH2:24])=[CH:22][NH:21][N:20]=4)=[N:18][C:14]=3[CH:13]=2)[CH2:10][CH2:9][O:8][CH2:7][CH2:6]1.[NH:27]1[CH2:32][CH2:31][S:30][CH2:29][CH2:28]1.